This data is from Full USPTO retrosynthesis dataset with 1.9M reactions from patents (1976-2016). The task is: Predict the reactants needed to synthesize the given product. (1) Given the product [S:8]1[C:3]2[CH:4]=[CH:5][CH:6]=[CH:7][C:2]=2[N:1]=[C:15]1[C:14]1[CH:13]=[CH:12][C:11]([N:10]([CH3:9])[CH2:19][CH2:20][OH:21])=[CH:18][CH:17]=1, predict the reactants needed to synthesize it. The reactants are: [NH2:1][C:2]1[CH:7]=[CH:6][CH:5]=[CH:4][C:3]=1[SH:8].[CH3:9][N:10]([CH2:19][CH2:20][OH:21])[C:11]1[CH:18]=[CH:17][C:14]([CH:15]=O)=[CH:13][CH:12]=1.O. (2) Given the product [C:56]1([C:34]2[CH:35]=[C:36]3[C:40](=[CH:41][C:33]=2[C:30]2[CH:31]=[CH:32][C:27]([O:26][CH2:25][C:19]4[CH:20]=[CH:21][CH:22]=[CH:23][CH:24]=4)=[CH:28][CH:29]=2)[NH:39][N:38]=[C:37]3[NH:50][C:51](=[O:55])[CH2:52][CH2:53][CH3:54])[CH:61]=[CH:60][CH:59]=[CH:58][CH:57]=1, predict the reactants needed to synthesize it. The reactants are: [F-].C([N+](CCCC)(CCCC)CCCC)CCC.[C:19]1([CH2:25][O:26][C:27]2[CH:32]=[CH:31][C:30]([C:33]3[CH:41]=[C:40]4[C:36]([C:37]([NH:50][C:51](=[O:55])[CH2:52][CH2:53][CH3:54])=[N:38][N:39]4COCC[Si](C)(C)C)=[CH:35][C:34]=3[C:56]3[CH:61]=[CH:60][CH:59]=[CH:58][CH:57]=3)=[CH:29][CH:28]=2)[CH:24]=[CH:23][CH:22]=[CH:21][CH:20]=1.C(OCC)(=O)C. (3) Given the product [CH2:1]([C:3]1[N:7]([C:8]2[N:16]=[C:15]3[C:11]([N:12]=[C:13]([CH2:18][CH:33]4[NH:30][CH2:31][CH:32]4[N:34]4[CH2:39][CH2:38][NH:37][C:36](=[O:40])[CH2:35]4)[N:14]3[CH3:17])=[C:10]([N:20]3[CH2:25][CH2:24][O:23][CH2:22][CH2:21]3)[N:9]=2)[C:6]2[CH:26]=[CH:27][CH:28]=[CH:29][C:5]=2[N:4]=1)[CH3:2], predict the reactants needed to synthesize it. The reactants are: [CH2:1]([C:3]1[N:7]([C:8]2[N:16]=[C:15]3[C:11]([N:12]=[C:13]([CH:18]=O)[N:14]3[CH3:17])=[C:10]([N:20]3[CH2:25][CH2:24][O:23][CH2:22][CH2:21]3)[N:9]=2)[C:6]2[CH:26]=[CH:27][CH:28]=[CH:29][C:5]=2[N:4]=1)[CH3:2].[NH:30]1[CH2:33][CH:32]([N:34]2[CH2:39][CH2:38][NH:37][C:36](=[O:40])[CH2:35]2)[CH2:31]1.ClCCCl.C(O[BH-](OC(=O)C)OC(=O)C)(=O)C.[Na+]. (4) Given the product [NH:35]1[CH2:36][CH2:37][CH:32]([C:29]2[N:30]=[CH:31][C:26]([NH:25][C:17]3[N:16]=[C:15]([CH2:14][CH2:13][C:12]4[CH:45]=[CH:46][CH:47]=[CH:48][C:11]=4[CH2:10][C:9]([NH2:8])=[O:49])[C:20]([C:21]([F:23])([F:22])[F:24])=[CH:19][N:18]=3)=[CH:27][CH:28]=2)[CH2:33][CH2:34]1, predict the reactants needed to synthesize it. The reactants are: C(O)(C(F)(F)F)=O.[NH2:8][C:9](=[O:49])[CH2:10][C:11]1[CH:48]=[CH:47][CH:46]=[CH:45][C:12]=1[CH2:13][CH2:14][C:15]1[C:20]([C:21]([F:24])([F:23])[F:22])=[CH:19][N:18]=[C:17]([NH:25][C:26]2[CH:27]=[CH:28][C:29]([CH:32]3[CH2:37][CH2:36][N:35](C(OC(C)(C)C)=O)[CH2:34][CH2:33]3)=[N:30][CH:31]=2)[N:16]=1. (5) Given the product [Cl:1][C:2]1[CH:7]=[CH:6][C:5]([S:8]([N:11]2[CH2:17][CH2:16][CH2:15][CH2:14][C:13]3[CH:18]=[CH:19][CH:20]=[CH:21][C:12]2=3)(=[O:9])=[O:10])=[CH:4][C:3]=1[NH:22][C:23](=[O:28])[CH2:24][C:25](=[O:26])[CH3:27], predict the reactants needed to synthesize it. The reactants are: [Cl:1][C:2]1[CH:7]=[CH:6][C:5]([S:8]([N:11]2[CH2:17][CH2:16][CH2:15][CH2:14][C:13]3[CH:18]=[CH:19][CH:20]=[CH:21][C:12]2=3)(=[O:10])=[O:9])=[CH:4][C:3]=1[NH2:22].[C:23](OC(C)(C)C)(=[O:28])[CH2:24][C:25]([CH3:27])=[O:26]. (6) Given the product [Br-:25].[C:1]([O:5][C:6]([NH:8][CH:9]([C:19]1[CH:20]=[CH:21][CH:22]=[CH:23][CH:24]=1)[C:10]([O:12][C@@H:13]1[CH2:17][CH2:16][N+:15]([CH3:18])([CH2:26][C:27](=[O:28])[C:29]2[CH:34]=[CH:33][CH:32]=[CH:31][CH:30]=2)[CH2:14]1)=[O:11])=[O:7])([CH3:4])([CH3:2])[CH3:3], predict the reactants needed to synthesize it. The reactants are: [C:1]([O:5][C:6]([NH:8][CH:9]([C:19]1[CH:24]=[CH:23][CH:22]=[CH:21][CH:20]=1)[C:10]([O:12][C@@H:13]1[CH2:17][CH2:16][N:15]([CH3:18])[CH2:14]1)=[O:11])=[O:7])([CH3:4])([CH3:3])[CH3:2].[Br:25][CH2:26][C:27]([C:29]1[CH:34]=[CH:33][CH:32]=[CH:31][CH:30]=1)=[O:28]. (7) Given the product [Cl:1][C:2]1[CH:3]=[CH:4][C:5]2[NH:11][C:10](=[S:46])[CH:9]([CH2:13][N:14]3[N:18]=[N:17][C:16]([CH2:19][CH2:20][C:21]([O:23][CH2:24][CH3:25])=[O:22])=[N:15]3)[CH2:8][CH:7]([C:26]3[CH:31]=[CH:30][CH:29]=[C:28]([O:32][CH3:33])[C:27]=3[O:34][CH3:35])[C:6]=2[CH:36]=1, predict the reactants needed to synthesize it. The reactants are: [Cl:1][C:2]1[CH:3]=[CH:4][C:5]2[NH:11][C:10](=O)[CH:9]([CH2:13][N:14]3[N:18]=[N:17][C:16]([CH2:19][CH2:20][C:21]([O:23][CH2:24][CH3:25])=[O:22])=[N:15]3)[CH2:8][CH:7]([C:26]3[CH:31]=[CH:30][CH:29]=[C:28]([O:32][CH3:33])[C:27]=3[O:34][CH3:35])[C:6]=2[CH:36]=1.COC1C=CC(P2(SP(C3C=CC(OC)=CC=3)(=S)S2)=[S:46])=CC=1.